From a dataset of Forward reaction prediction with 1.9M reactions from USPTO patents (1976-2016). Predict the product of the given reaction. (1) Given the reactants C(N1C=CN=C1)([N:3]1C=CN=C1)=O.[O:13]1[C:17]2[CH:18]=[CH:19][CH:20]=[C:21]([CH2:22][C:23]([OH:25])=O)[C:16]=2[CH:15]=[CH:14]1.N, predict the reaction product. The product is: [O:13]1[C:17]2[CH:18]=[CH:19][CH:20]=[C:21]([CH2:22][C:23]([NH2:3])=[O:25])[C:16]=2[CH:15]=[CH:14]1. (2) Given the reactants Br[C:2]1[CH:3]=[CH:4][C:5]([O:17][CH2:18][CH2:19][CH2:20][CH2:21][CH2:22][CH2:23][CH3:24])=[C:6]([CH:16]=1)[CH2:7][O:8][Si:9]([C:12]([CH3:15])([CH3:14])[CH3:13])([CH3:11])[CH3:10].[C:25]([O:29][C:30](=[O:42])[NH:31][C:32]1([C:40]#[CH:41])[CH2:37][O:36][C:35]([CH3:39])([CH3:38])[O:34][CH2:33]1)([CH3:28])([CH3:27])[CH3:26].C1(P(C2CCCCC2)C2C=CC=CC=2C2C(C(C)C)=CC(C(C)C)=CC=2C(C)C)CCCCC1.C(=O)([O-])[O-].[Cs+].[Cs+], predict the reaction product. The product is: [C:25]([O:29][C:30](=[O:42])[NH:31][C:32]1([C:40]#[C:41][C:2]2[CH:3]=[CH:4][C:5]([O:17][CH2:18][CH2:19][CH2:20][CH2:21][CH2:22][CH2:23][CH3:24])=[C:6]([CH2:7][O:8][Si:9]([C:12]([CH3:15])([CH3:14])[CH3:13])([CH3:11])[CH3:10])[CH:16]=2)[CH2:37][O:36][C:35]([CH3:39])([CH3:38])[O:34][CH2:33]1)([CH3:28])([CH3:27])[CH3:26].